This data is from Full USPTO retrosynthesis dataset with 1.9M reactions from patents (1976-2016). The task is: Predict the reactants needed to synthesize the given product. (1) Given the product [CH2:1]([O:3][C:4](=[O:16])[CH2:5][N:6]1[C:14]2[C:9](=[CH:10][CH:11]=[C:12]([O:15][CH2:34][C:19]3[N:20]([CH3:33])[N:21]=[C:22]([C:23]4[CH:24]=[CH:25][C:26]([C:29]([F:31])([F:30])[F:32])=[CH:27][CH:28]=4)[C:18]=3[Br:17])[CH:13]=2)[CH:8]=[CH:7]1)[CH3:2], predict the reactants needed to synthesize it. The reactants are: [CH2:1]([O:3][C:4](=[O:16])[CH2:5][N:6]1[C:14]2[C:9](=[CH:10][CH:11]=[C:12]([OH:15])[CH:13]=2)[CH:8]=[CH:7]1)[CH3:2].[Br:17][C:18]1[C:22]([C:23]2[CH:28]=[CH:27][C:26]([C:29]([F:32])([F:31])[F:30])=[CH:25][CH:24]=2)=[N:21][N:20]([CH3:33])[C:19]=1[CH2:34]O.CN(C)C(N=NC(N(C)C)=O)=O.C(P(CCCC)CCCC)CCC. (2) Given the product [F:1][C:2]1[CH:7]=[C:6]([F:8])[CH:5]=[CH:4][C:3]=1[C@:9]1([CH2:28][I:35])[O:27][CH2:26][C@@H:11]([C:12]([N:14]2[C@H:18]([C:19]3[CH:24]=[CH:23][CH:22]=[CH:21][CH:20]=3)[CH2:17][O:16][C:15]2=[O:25])=[O:13])[CH2:10]1, predict the reactants needed to synthesize it. The reactants are: [F:1][C:2]1[CH:7]=[C:6]([F:8])[CH:5]=[CH:4][C:3]=1[C:9](=[CH2:28])[CH2:10][C@@H:11]([CH2:26][OH:27])[C:12]([N:14]1[C@H:18]([C:19]2[CH:24]=[CH:23][CH:22]=[CH:21][CH:20]=2)[CH2:17][O:16][C:15]1=[O:25])=[O:13].C(=O)([O-])[O-].[Na+].[Na+].[I:35]I.